This data is from NCI-60 drug combinations with 297,098 pairs across 59 cell lines. The task is: Regression. Given two drug SMILES strings and cell line genomic features, predict the synergy score measuring deviation from expected non-interaction effect. (1) Drug 1: C1=CC(=CC=C1CCC2=CNC3=C2C(=O)NC(=N3)N)C(=O)NC(CCC(=O)O)C(=O)O. Drug 2: C(CN)CNCCSP(=O)(O)O. Cell line: COLO 205. Synergy scores: CSS=35.1, Synergy_ZIP=-1.83, Synergy_Bliss=-2.94, Synergy_Loewe=-11.2, Synergy_HSA=-2.96. (2) Drug 1: CC1C(C(CC(O1)OC2CC(CC3=C2C(=C4C(=C3O)C(=O)C5=C(C4=O)C(=CC=C5)OC)O)(C(=O)CO)O)N)O.Cl. Synergy scores: CSS=13.1, Synergy_ZIP=-2.54, Synergy_Bliss=-0.388, Synergy_Loewe=0.693, Synergy_HSA=0.839. Cell line: UACC-257. Drug 2: C1=C(C(=O)NC(=O)N1)F. (3) Drug 1: CC1OCC2C(O1)C(C(C(O2)OC3C4COC(=O)C4C(C5=CC6=C(C=C35)OCO6)C7=CC(=C(C(=C7)OC)O)OC)O)O. Drug 2: CCCCCOC(=O)NC1=NC(=O)N(C=C1F)C2C(C(C(O2)C)O)O. Cell line: SK-MEL-28. Synergy scores: CSS=8.22, Synergy_ZIP=-0.618, Synergy_Bliss=1.07, Synergy_Loewe=-21.8, Synergy_HSA=0.240. (4) Drug 1: C1=NC2=C(N=C(N=C2N1C3C(C(C(O3)CO)O)F)Cl)N. Drug 2: CN(C(=O)NC(C=O)C(C(C(CO)O)O)O)N=O. Cell line: MOLT-4. Synergy scores: CSS=40.1, Synergy_ZIP=-0.538, Synergy_Bliss=-0.00957, Synergy_Loewe=-63.0, Synergy_HSA=0.208. (5) Drug 1: CCCCCOC(=O)NC1=NC(=O)N(C=C1F)C2C(C(C(O2)C)O)O. Drug 2: CC1CCCC2(C(O2)CC(NC(=O)CC(C(C(=O)C(C1O)C)(C)C)O)C(=CC3=CSC(=N3)C)C)C. Cell line: HT29. Synergy scores: CSS=51.0, Synergy_ZIP=2.55, Synergy_Bliss=0.334, Synergy_Loewe=-18.4, Synergy_HSA=0.0735. (6) Drug 1: CCN(CC)CCNC(=O)C1=C(NC(=C1C)C=C2C3=C(C=CC(=C3)F)NC2=O)C. Drug 2: C1CN(CCN1C(=O)CCBr)C(=O)CCBr. Cell line: MOLT-4. Synergy scores: CSS=52.2, Synergy_ZIP=-1.25, Synergy_Bliss=-0.0914, Synergy_Loewe=-2.37, Synergy_HSA=0.811. (7) Drug 1: CCC1=C2CN3C(=CC4=C(C3=O)COC(=O)C4(CC)O)C2=NC5=C1C=C(C=C5)O. Drug 2: CC1C(C(CC(O1)OC2CC(CC3=C2C(=C4C(=C3O)C(=O)C5=CC=CC=C5C4=O)O)(C(=O)C)O)N)O. Cell line: HS 578T. Synergy scores: CSS=42.0, Synergy_ZIP=-9.16, Synergy_Bliss=-10.8, Synergy_Loewe=-6.47, Synergy_HSA=-3.48. (8) Drug 1: CC1CCC2CC(C(=CC=CC=CC(CC(C(=O)C(C(C(=CC(C(=O)CC(OC(=O)C3CCCCN3C(=O)C(=O)C1(O2)O)C(C)CC4CCC(C(C4)OC)O)C)C)O)OC)C)C)C)OC. Drug 2: CC12CCC3C(C1CCC2O)C(CC4=C3C=CC(=C4)O)CCCCCCCCCS(=O)CCCC(C(F)(F)F)(F)F. Cell line: SN12C. Synergy scores: CSS=-2.67, Synergy_ZIP=0.239, Synergy_Bliss=-2.07, Synergy_Loewe=-0.189, Synergy_HSA=-2.89. (9) Drug 1: CC1=CC2C(CCC3(C2CCC3(C(=O)C)OC(=O)C)C)C4(C1=CC(=O)CC4)C. Drug 2: C(CN)CNCCSP(=O)(O)O. Cell line: HCT116. Synergy scores: CSS=11.9, Synergy_ZIP=-3.53, Synergy_Bliss=-4.45, Synergy_Loewe=-1.59, Synergy_HSA=-0.981. (10) Drug 1: C(=O)(N)NO. Drug 2: C1=NNC2=C1C(=O)NC=N2. Cell line: SK-MEL-28. Synergy scores: CSS=1.25, Synergy_ZIP=-0.512, Synergy_Bliss=-1.01, Synergy_Loewe=-1.64, Synergy_HSA=-1.17.